From a dataset of CYP2C9 inhibition data for predicting drug metabolism from PubChem BioAssay. Regression/Classification. Given a drug SMILES string, predict its absorption, distribution, metabolism, or excretion properties. Task type varies by dataset: regression for continuous measurements (e.g., permeability, clearance, half-life) or binary classification for categorical outcomes (e.g., BBB penetration, CYP inhibition). Dataset: cyp2c9_veith. (1) The molecule is CCC(=O)c1ccc(OCC(O)CN2CCCCC2)cc1.Cl. The result is 0 (non-inhibitor). (2) The molecule is O=C(Nc1ccccc1)c1ccccc1CC[N+](=O)[O-]. The result is 0 (non-inhibitor). (3) The compound is NC(=O)Nc1n[nH]c(-c2ccccc2)n1. The result is 0 (non-inhibitor). (4) The molecule is O=C1NN(c2ccccc2)C(=O)/C1=C\c1ccccc1OCC(=O)N1CCOCC1. The result is 1 (inhibitor).